Dataset: Full USPTO retrosynthesis dataset with 1.9M reactions from patents (1976-2016). Task: Predict the reactants needed to synthesize the given product. (1) Given the product [CH:2]1([O:10][CH2:11][CH2:12][OH:13])[CH2:9][CH2:8][CH2:7][CH2:6][CH2:5][C:4]#[C:3]1, predict the reactants needed to synthesize it. The reactants are: Br[C:2]1([O:10][CH2:11][CH2:12][OH:13])[CH2:9][CH2:8][CH2:7][CH2:6][CH2:5][CH:4]=[CH:3]1.C1CCN2C(=NCCC2)CC1.CCOC(C)=O.O. (2) Given the product [F:20][C:21]1[C:22]([C:23]([O:25][CH3:26])=[O:24])=[CH:27][C:28]([N+:32]([O-:34])=[O:33])=[C:29]([N:10]2[CH2:9][CH2:8][N:7]([C:13]([O:15][C:16]([CH3:17])([CH3:19])[CH3:18])=[O:14])[C@H:6]([CH:3]([CH3:5])[CH3:4])[C:11]2=[O:12])[CH:30]=1, predict the reactants needed to synthesize it. The reactants are: [H-].[Na+].[CH:3]([C@@H:6]1[C:11](=[O:12])[NH:10][CH2:9][CH2:8][N:7]1[C:13]([O:15][C:16]([CH3:19])([CH3:18])[CH3:17])=[O:14])([CH3:5])[CH3:4].[F:20][C:21]1[CH:30]=[C:29](F)[C:28]([N+:32]([O-:34])=[O:33])=[CH:27][C:22]=1[C:23]([O:25][CH3:26])=[O:24].CCOC(C)=O. (3) Given the product [Cl:24][C:21]1[CH:20]=[CH:19][C:18]([C:14]2([CH:8]3[C:9]4[C:4](=[CH:3][C:2]([N:35]5[CH2:34][CH2:33][N:32]([C:25]([O:27][C:28]([CH3:31])([CH3:30])[CH3:29])=[O:26])[CH2:37][CH2:36]5)=[C:11]([O:12][CH3:13])[CH:10]=4)[CH2:5][CH2:6][NH:7]3)[CH2:15][CH2:16][CH2:17]2)=[CH:23][CH:22]=1, predict the reactants needed to synthesize it. The reactants are: Br[C:2]1[CH:3]=[C:4]2[C:9](=[CH:10][C:11]=1[O:12][CH3:13])[CH:8]([C:14]1([C:18]3[CH:23]=[CH:22][C:21]([Cl:24])=[CH:20][CH:19]=3)[CH2:17][CH2:16][CH2:15]1)[NH:7][CH2:6][CH2:5]2.[C:25]([N:32]1[CH2:37][CH2:36][NH:35][CH2:34][CH2:33]1)([O:27][C:28]([CH3:31])([CH3:30])[CH3:29])=[O:26].C1(P(C2CCCCC2)C2C=CC=CC=2C2C(N(C)C)=CC=CC=2)CCCCC1. (4) Given the product [C:19]([C:23]1[CH:44]=[CH:43][C:26]([CH2:27][N:28]2[C:36]3[C:31](=[CH:32][C:33]([Cl:37])=[CH:34][CH:35]=3)[CH:30]=[C:29]2[C:38](=[O:39])[CH2:12][C:11]([O:14][C:15]([CH3:18])([CH3:17])[CH3:16])=[O:13])=[CH:25][CH:24]=1)([CH3:22])([CH3:20])[CH3:21], predict the reactants needed to synthesize it. The reactants are: [Li+].C[Si]([N-][Si](C)(C)C)(C)C.[C:11]([O:14][C:15]([CH3:18])([CH3:17])[CH3:16])(=[O:13])[CH3:12].[C:19]([C:23]1[CH:44]=[CH:43][C:26]([CH2:27][N:28]2[C:36]3[C:31](=[CH:32][C:33]([Cl:37])=[CH:34][CH:35]=3)[CH:30]=[C:29]2[C:38](OCC)=[O:39])=[CH:25][CH:24]=1)([CH3:22])([CH3:21])[CH3:20].[NH4+].[Cl-]. (5) Given the product [CH3:11][C:9]1[CH:10]=[C:5]2[N:4]=[CH:3][C:2]([C:13]#[C:12][C:14]3[CH:19]=[CH:18][C:17]([CH3:20])=[CH:16][CH:15]=3)=[CH:7][N:6]2[N:8]=1, predict the reactants needed to synthesize it. The reactants are: Br[C:2]1[CH:3]=[N:4][C:5]2[N:6]([N:8]=[C:9]([CH3:11])[CH:10]=2)[CH:7]=1.[C:12]([C:14]1[CH:19]=[CH:18][C:17]([CH3:20])=[CH:16][CH:15]=1)#[CH:13]. (6) Given the product [Cl:27][C:28]1[CH:29]=[C:30]([NH:31][C:2]2[N:3]=[CH:4][N:5]=[C:6]3[S:26][C:9]4[C:10]5[C:14]([CH2:15][CH2:16][C:8]=4[C:7]=23)=[N:13][N:12]([CH2:17][CH2:18][N:19]2[CH2:24][CH2:23][N:22]([CH3:25])[CH2:21][CH2:20]2)[CH:11]=5)[CH:32]=[CH:33][C:34]=1[N:35]1[CH2:36][CH2:37][O:38][CH2:39][CH2:40]1, predict the reactants needed to synthesize it. The reactants are: Cl[C:2]1[C:7]2[C:8]3[CH2:16][CH2:15][C:14]4[C:10](=[CH:11][N:12]([CH2:17][CH2:18][N:19]5[CH2:24][CH2:23][N:22]([CH3:25])[CH2:21][CH2:20]5)[N:13]=4)[C:9]=3[S:26][C:6]=2[N:5]=[CH:4][N:3]=1.[Cl:27][C:28]1[CH:29]=[C:30]([CH:32]=[CH:33][C:34]=1[N:35]1[CH2:40][CH2:39][O:38][CH2:37][CH2:36]1)[NH2:31].Cl.O1CCOCC1. (7) Given the product [Cl:1][C:2]1[CH:10]=[C:9]2[C:5]([C:6]([C:11]([N:13]3[CH2:18][CH2:17][C:16]4([C:22]5[CH:23]=[CH:24][C:25]([F:27])=[CH:26][C:21]=5[C:20](=[O:28])[O:19]4)[CH2:15][CH2:14]3)=[O:12])=[CH:7][N:8]2[CH2:35][C:30]2[CH:31]=[CH:32][CH:33]=[CH:34][N:29]=2)=[CH:4][CH:3]=1, predict the reactants needed to synthesize it. The reactants are: [Cl:1][C:2]1[CH:10]=[C:9]2[C:5]([C:6]([C:11]([N:13]3[CH2:18][CH2:17][C:16]4([C:22]5[CH:23]=[CH:24][C:25]([F:27])=[CH:26][C:21]=5[C:20](=[O:28])[O:19]4)[CH2:15][CH2:14]3)=[O:12])=[CH:7][NH:8]2)=[CH:4][CH:3]=1.[N:29]1[CH:34]=[CH:33][CH:32]=[CH:31][C:30]=1[CH2:35]OS(C)(=O)=O. (8) Given the product [CH3:1][C:2]1[CH:3]=[CH:4][C:5]([C:12]2[CH:13]=[N:14][N:15]([CH3:17])[CH:16]=2)=[C:6]([CH:11]=1)[C:7]([OH:9])=[O:8], predict the reactants needed to synthesize it. The reactants are: [CH3:1][C:2]1[CH:3]=[CH:4][C:5]([C:12]2[CH:13]=[N:14][N:15]([CH3:17])[CH:16]=2)=[C:6]([CH:11]=1)[C:7]([O:9]C)=[O:8].[Li+].[OH-].